From a dataset of Forward reaction prediction with 1.9M reactions from USPTO patents (1976-2016). Predict the product of the given reaction. (1) Given the reactants [CH:1]1([NH:7][C:8]2[C:13]([CH:14]=[O:15])=[CH:12][N:11]=[C:10]3[N:16]([CH2:19][O:20][CH2:21][CH2:22][Si:23]([CH3:26])([CH3:25])[CH3:24])[CH:17]=[CH:18][C:9]=23)[CH2:6][CH2:5][CH2:4][CH2:3][CH2:2]1.[BH4-].[Na+].O, predict the reaction product. The product is: [CH:1]1([NH:7][C:8]2[C:13]([CH2:14][OH:15])=[CH:12][N:11]=[C:10]3[N:16]([CH2:19][O:20][CH2:21][CH2:22][Si:23]([CH3:26])([CH3:25])[CH3:24])[CH:17]=[CH:18][C:9]=23)[CH2:2][CH2:3][CH2:4][CH2:5][CH2:6]1. (2) Given the reactants [C:1]([OH:24])(=O)[CH2:2][CH2:3]/[CH:4]=[CH:5]\[CH2:6]/[CH:7]=[CH:8]\[CH2:9]/[CH:10]=[CH:11]\[CH2:12]/[CH:13]=[CH:14]\[CH2:15]/[CH:16]=[CH:17]\[CH2:18]/[CH:19]=[CH:20]\[CH2:21][CH3:22].[CH3:25][O:26][C:27](=[O:31])[C@H:28]([CH3:30])[NH2:29].CCN=C=NCCCN(C)C, predict the reaction product. The product is: [C:1]([NH:29][C@@H:28]([CH3:30])[C:27]([O:26][CH3:25])=[O:31])(=[O:24])[CH2:2][CH2:3]/[CH:4]=[CH:5]\[CH2:6]/[CH:7]=[CH:8]\[CH2:9]/[CH:10]=[CH:11]\[CH2:12]/[CH:13]=[CH:14]\[CH2:15]/[CH:16]=[CH:17]\[CH2:18]/[CH:19]=[CH:20]\[CH2:21][CH3:22].